From a dataset of Full USPTO retrosynthesis dataset with 1.9M reactions from patents (1976-2016). Predict the reactants needed to synthesize the given product. (1) Given the product [CH3:12][C:13]1([CH3:28])[O:9][CH:14]1[C:15]([NH:17][CH2:18][C:19]1[CH:24]=[CH:23][CH:22]=[CH:21][C:20]=1[N+:25]([O-:27])=[O:26])=[O:16], predict the reactants needed to synthesize it. The reactants are: ClC1C=CC=C(C(OO)=[O:9])C=1.[CH3:12][C:13]([CH3:28])=[CH:14][C:15]([NH:17][CH2:18][C:19]1[CH:24]=[CH:23][CH:22]=[CH:21][C:20]=1[N+:25]([O-:27])=[O:26])=[O:16].C(Cl)(Cl)Cl.C(=O)([O-])O.[Na+]. (2) Given the product [CH:53]([O:55][CH2:56][CH2:57][O:58][NH:59][C:19]([C:18]1[C:10]([NH:9][C:3]2[CH:4]=[CH:5][C:6]([I:8])=[CH:7][C:2]=2[F:1])=[C:11]2[C:15](=[CH:16][CH:17]=1)[N:14]([S:22]([C:25]1[CH:30]=[CH:29][C:28]([CH3:31])=[CH:27][CH:26]=1)(=[O:23])=[O:24])[N:13]=[CH:12]2)=[O:21])=[CH2:54], predict the reactants needed to synthesize it. The reactants are: [F:1][C:2]1[CH:7]=[C:6]([I:8])[CH:5]=[CH:4][C:3]=1[NH:9][C:10]1[C:18]([C:19]([OH:21])=O)=[CH:17][CH:16]=[C:15]2[C:11]=1[CH:12]=[N:13][N:14]2[S:22]([C:25]1[CH:30]=[CH:29][C:28]([CH3:31])=[CH:27][CH:26]=1)(=[O:24])=[O:23].CCN=C=NCCCN(C)C.C1C=CC2N(O)N=NC=2C=1.[CH:53]([O:55][CH2:56][CH2:57][O:58][NH2:59])=[CH2:54].CCN(C(C)C)C(C)C. (3) Given the product [CH3:5][O:4][C:2](=[O:3])[NH:31][CH2:30][CH2:29][C:27]1[CH:26]=[CH:25][C:24]([Cl:32])=[C:23]([CH2:22][N:18]([C:17]([O:16][C:12]([CH3:15])([CH3:13])[CH3:14])=[O:33])[CH:19]2[CH2:20][CH2:21]2)[CH:28]=1, predict the reactants needed to synthesize it. The reactants are: Cl[C:2]([O:4][CH3:5])=[O:3].C([O-])([O-])=O.[K+].[K+].[C:12]([O:16][C:17](=[O:33])[N:18]([CH2:22][C:23]1[CH:28]=[C:27]([CH2:29][CH2:30][NH2:31])[CH:26]=[CH:25][C:24]=1[Cl:32])[CH:19]1[CH2:21][CH2:20]1)([CH3:15])([CH3:14])[CH3:13]. (4) Given the product [O:1]=[C:2]1[CH2:7][N:6]([C:8]([O:10][CH2:11][C:12]2[CH:17]=[CH:16][CH:15]=[CH:14][CH:13]=2)=[O:9])[CH2:5][CH:4]([C:18]([O:20][CH2:21][CH3:22])=[O:19])[CH2:3]1, predict the reactants needed to synthesize it. The reactants are: [OH:1][CH:2]1[CH2:7][N:6]([C:8]([O:10][CH2:11][C:12]2[CH:17]=[CH:16][CH:15]=[CH:14][CH:13]=2)=[O:9])[CH2:5][CH:4]([C:18]([O:20][CH2:21][CH3:22])=[O:19])[CH2:3]1.CC(OI1(OC(C)=O)(OC(C)=O)OC(=O)C2C=CC=CC1=2)=O.[OH-].[Na+]. (5) Given the product [CH3:1][O:2][CH2:3][CH:4]([CH3:20])[O:5][C:6]1[C:7]([NH:19][C:21]([NH2:23])=[S:22])=[N:8][CH:9]=[C:10]([O:12][C:13]2[CH:18]=[CH:17][CH:16]=[CH:15][CH:14]=2)[CH:11]=1, predict the reactants needed to synthesize it. The reactants are: [CH3:1][O:2][CH2:3][CH:4]([CH3:20])[O:5][C:6]1[C:7]([NH2:19])=[N:8][CH:9]=[C:10]([O:12][C:13]2[CH:18]=[CH:17][CH:16]=[CH:15][CH:14]=2)[CH:11]=1.[C:21](N1C=CN=C1)([N:23]1C=CN=C1)=[S:22].[NH4+].[OH-].O. (6) Given the product [CH3:26][N:25]1[C:24](=[O:27])[CH:23]=[C:22]([C:28]2[CH:33]=[CH:32][N:31]=[CH:30][N:29]=2)[N:21]=[C:20]1[N:16]1[CH2:15][CH:14]([C:43]2[CH:42]=[CH:41][C:40]([C:37]3[N:38]=[CH:39][O:35][N:36]=3)=[CH:45][CH:44]=2)[CH2:13][O:19][CH2:18][CH2:17]1, predict the reactants needed to synthesize it. The reactants are: CC1N=C(C2C=CC([CH:13]3[O:19][CH2:18][CH2:17][N:16]([C:20]4[N:25]([CH3:26])[C:24](=[O:27])[CH:23]=[C:22]([C:28]5[CH:33]=[CH:32][N:31]=[CH:30][N:29]=5)[N:21]=4)[CH2:15][CH2:14]3)=CC=2)ON=1.Cl.[O:35]1[CH:39]=[N:38][C:37]([C:40]2[CH:45]=[CH:44][C:43](C3COCCNC3)=[CH:42][CH:41]=2)=[N:36]1. (7) Given the product [CH3:30][N:10]([CH3:9])[CH2:11][CH2:12][CH:13]([O:19][C:20]1[C:29]2[C:24](=[CH:25][CH:26]=[CH:27][CH:28]=2)[CH:23]=[CH:22][CH:21]=1)[C:14]1[S:15][CH:16]=[CH:17][CH:18]=1, predict the reactants needed to synthesize it. The reactants are: C(O)(=O)/C=C\C(O)=O.[CH3:9][N:10]([CH3:30])[CH2:11][CH2:12][CH:13]([O:19][C:20]1[C:29]2[C:24](=[CH:25][CH:26]=[CH:27][CH:28]=2)[CH:23]=[CH:22][CH:21]=1)[C:14]1[S:15][CH:16]=[CH:17][CH:18]=1.B.CN(C)CCC(C1SC=CC=1)O. (8) Given the product [Cl:17][C:18]1[CH:19]=[CH:20][C:21]([C@H:24]2[C@@:26]3([C:34]4[C:29](=[CH:30][CH:31]=[CH:32][CH:33]=4)[N:28]([C:11]4[CH:10]=[C:9]([CH:14]=[CH:13][CH:12]=4)[C:8]([NH:5][S:2]([CH3:1])(=[O:4])=[O:3])=[O:16])[C:27]3=[O:35])[CH2:25]2)=[CH:22][CH:23]=1, predict the reactants needed to synthesize it. The reactants are: [CH3:1][S:2]([NH2:5])(=[O:4])=[O:3].CO[C:8](=[O:16])[C:9]1[CH:14]=[CH:13][CH:12]=[C:11](I)[CH:10]=1.[Cl:17][C:18]1[CH:23]=[CH:22][C:21]([C@@H:24]2[C@:26]3([C:34]4[C:29](=[CH:30][CH:31]=[CH:32][CH:33]=4)[NH:28][C:27]3=[O:35])[CH2:25]2)=[CH:20][CH:19]=1. (9) The reactants are: Cl[C:2]1[O:3][CH:4]=[C:5]([C:7]([O:9][CH2:10][CH3:11])=[O:8])[N:6]=1.[OH:12][CH2:13][C:14]1[CH:19]=[CH:18][C:17](B(O)O)=[CH:16][CH:15]=1.C([O-])([O-])=O.[K+].[K+]. Given the product [OH:12][CH2:13][C:14]1[CH:19]=[CH:18][C:17]([C:2]2[O:3][CH:4]=[C:5]([C:7]([O:9][CH2:10][CH3:11])=[O:8])[N:6]=2)=[CH:16][CH:15]=1, predict the reactants needed to synthesize it.